Dataset: Full USPTO retrosynthesis dataset with 1.9M reactions from patents (1976-2016). Task: Predict the reactants needed to synthesize the given product. The reactants are: Cl[C:2]1[C:3]2[CH:10]=[C:9]([C:11]3[CH:16]=[CH:15][CH:14]=[CH:13][CH:12]=3)[NH:8][C:4]=2[N:5]=[CH:6][N:7]=1.[CH3:17][NH:18][CH:19]1[CH2:24][CH2:23][CH2:22][CH2:21][CH2:20]1. Given the product [CH:19]1([N:18]([CH3:17])[C:2]2[C:3]3[CH:10]=[C:9]([C:11]4[CH:16]=[CH:15][CH:14]=[CH:13][CH:12]=4)[NH:8][C:4]=3[N:5]=[CH:6][N:7]=2)[CH2:24][CH2:23][CH2:22][CH2:21][CH2:20]1, predict the reactants needed to synthesize it.